From a dataset of Reaction yield outcomes from USPTO patents with 853,638 reactions. Predict the reaction yield, written as a fraction of the theoretical maximum amount of product (1.0 means a 100% yield; for example, 0.34 means a 34% yield). (1) The reactants are Br[CH2:2][C:3]1[CH:4]=[CH:5][C:6]([C:9]2[CH:16]=[CH:15][CH:14]=[CH:13][C:10]=2[C:11]#[N:12])=[N:7][CH:8]=1.[O:17]=[C:18]([CH2:24][CH2:25][CH2:26][CH3:27])[CH2:19][C:20]([O:22][CH3:23])=[O:21].C(N(C(C)C)CC)(C)C.[Cl-].[Li+]. The catalyst is CCCCCC.C(OCC)(=O)C.O.O1CCCC1. The product is [C:11]([C:10]1[CH:13]=[CH:14][CH:15]=[CH:16][C:9]=1[C:6]1[N:7]=[CH:8][C:3]([CH2:2][CH:19]([C:18](=[O:17])[CH2:24][CH2:25][CH2:26][CH3:27])[C:20]([O:22][CH3:23])=[O:21])=[CH:4][CH:5]=1)#[N:12]. The yield is 0.510. (2) The reactants are [OH:1][CH:2]1[CH2:5][N:4]([C:6]([O:8][C:9]([CH3:12])([CH3:11])[CH3:10])=[O:7])[CH2:3]1.C(N(C(C)C)C(C)C)C.[CH3:22][S:23](Cl)(=[O:25])=[O:24]. The catalyst is ClCCl. The product is [CH3:22][S:23]([O:1][CH:2]1[CH2:3][N:4]([C:6]([O:8][C:9]([CH3:12])([CH3:11])[CH3:10])=[O:7])[CH2:5]1)(=[O:25])=[O:24]. The yield is 0.860.